Dataset: Catalyst prediction with 721,799 reactions and 888 catalyst types from USPTO. Task: Predict which catalyst facilitates the given reaction. (1) Reactant: [Cl:1][C:2]1[CH:7]=[C:6]([Cl:8])[CH:5]=[CH:4][C:3]=1[C:9]1[N:10]=[C:11]([C:22]([O:24]CC)=O)[N:12]([CH3:21])[C:13]=1[C:14]1[CH:19]=[CH:18][C:17]([Cl:20])=[CH:16][CH:15]=1.[NH3:27]. Product: [Cl:1][C:2]1[CH:7]=[C:6]([Cl:8])[CH:5]=[CH:4][C:3]=1[C:9]1[N:10]=[C:11]([C:22]([NH2:27])=[O:24])[N:12]([CH3:21])[C:13]=1[C:14]1[CH:19]=[CH:18][C:17]([Cl:20])=[CH:16][CH:15]=1. The catalyst class is: 5. (2) Reactant: [CH2:1]([NH2:3])[CH3:2].CO.[CH2:6]([O:13][C:14]1[CH:19]=[C:18]([O:20][CH2:21][C:22]2[CH:27]=[CH:26][CH:25]=[CH:24][CH:23]=2)[C:17]([Cl:28])=[CH:16][C:15]=1[C:29]1[O:33][N:32]=[C:31]([C:34](OCC)=[O:35])[CH:30]=1)[C:7]1[CH:12]=[CH:11][CH:10]=[CH:9][CH:8]=1. Product: [CH2:1]([NH:3][C:34]([C:31]1[CH:30]=[C:29]([C:15]2[CH:16]=[C:17]([Cl:28])[C:18]([O:20][CH2:21][C:22]3[CH:27]=[CH:26][CH:25]=[CH:24][CH:23]=3)=[CH:19][C:14]=2[O:13][CH2:6][C:7]2[CH:12]=[CH:11][CH:10]=[CH:9][CH:8]=2)[O:33][N:32]=1)=[O:35])[CH3:2]. The catalyst class is: 14. (3) Reactant: Cl.[CH:2]1([C:8](=[NH:10])[NH2:9])[CH2:7][CH2:6][CH2:5][CH2:4][CH2:3]1.Cl.N[CH2:13][C:14]([O:16][C:17]([CH3:20])([CH3:19])[CH3:18])=[O:15].C(N(CC)CC)C. Product: [CH:2]1([C:8](=[NH:9])[NH:10][CH2:13][C:14]([O:16][C:17]([CH3:20])([CH3:19])[CH3:18])=[O:15])[CH2:7][CH2:6][CH2:5][CH2:4][CH2:3]1. The catalyst class is: 18. (4) Reactant: [NH2:1][C:2]1[CH:7]=[CH:6][C:5]([CH:8]([CH2:17][CH:18]2[CH2:22][CH2:21][CH2:20][CH2:19]2)[C:9]([NH:11][C:12]2[S:13][CH:14]=[CH:15][N:16]=2)=[O:10])=[CH:4][CH:3]=1.[CH3:23][N:24]([CH3:29])[S:25](Cl)(=[O:27])=[O:26]. Product: [CH:18]1([CH2:17][CH:8]([C:5]2[CH:4]=[CH:3][C:2]([NH:1][S:25]([N:24]([CH3:29])[CH3:23])(=[O:27])=[O:26])=[CH:7][CH:6]=2)[C:9](=[O:10])[NH:11][C:12]2[S:13][CH:14]=[CH:15][N:16]=2)[CH2:22][CH2:21][CH2:20][CH2:19]1. The catalyst class is: 17. (5) Reactant: [Cl:1][C:2]1[CH:7]=[CH:6][C:5]([C:8]([N:13]2[C:21]3[CH:20]=[CH:19][CH:18]=[C:17]([NH2:22])[C:16]=3[CH:15]=[CH:14]2)([CH2:11][CH3:12])[CH2:9][CH3:10])=[CH:4][CH:3]=1.CN1CCOCC1.[CH3:30][S:31](Cl)(=[O:33])=[O:32]. Product: [Cl:1][C:2]1[CH:3]=[CH:4][C:5]([C:8]([N:13]2[C:21]3[C:16](=[C:17]([NH:22][S:31]([CH3:30])(=[O:33])=[O:32])[CH:18]=[CH:19][CH:20]=3)[CH:15]=[CH:14]2)([CH2:11][CH3:12])[CH2:9][CH3:10])=[CH:6][CH:7]=1. The catalyst class is: 46. (6) Reactant: C(O[C:4](=[N:6][C:7](=O)[C:8]1[CH:13]=[CH:12][C:11]([O:14][CH3:15])=[CH:10][CH:9]=1)[CH3:5])C.[NH:17]([C:19]1[N:24]=[CH:23][C:22]([S:25]([NH2:28])(=[O:27])=[O:26])=[CH:21][CH:20]=1)[NH2:18].O. Product: [CH3:15][O:14][C:11]1[CH:10]=[CH:9][C:8]([C:7]2[N:17]([C:19]3[N:24]=[CH:23][C:22]([S:25]([NH2:28])(=[O:27])=[O:26])=[CH:21][CH:20]=3)[N:18]=[C:4]([CH3:5])[N:6]=2)=[CH:13][CH:12]=1. The catalyst class is: 98. (7) Reactant: [CH2:1]([O:8][C:9]1[C:10]([F:29])=[C:11]([CH:23]=[CH:24][C:25]=1[N+:26]([O-])=O)[O:12][C:13]1[CH:14]=[CH:15][C:16]([S:19]([CH3:22])(=[O:21])=[O:20])=[N:17][CH:18]=1)[C:2]1[CH:7]=[CH:6][CH:5]=[CH:4][CH:3]=1.[Cl-].[Ca+2].[Cl-].C(O)C. Product: [CH2:1]([O:8][C:9]1[C:10]([F:29])=[C:11]([O:12][C:13]2[CH:18]=[N:17][C:16]([S:19]([CH3:22])(=[O:21])=[O:20])=[CH:15][CH:14]=2)[CH:23]=[CH:24][C:25]=1[NH2:26])[C:2]1[CH:7]=[CH:6][CH:5]=[CH:4][CH:3]=1. The catalyst class is: 150.